Task: Predict which catalyst facilitates the given reaction.. Dataset: Catalyst prediction with 721,799 reactions and 888 catalyst types from USPTO (1) Reactant: [Br:1]N1C(=O)CCC1=O.[CH2:9]([O:16][C:17]1[CH:18]=[C:19]2[C:23](=[CH:24][CH:25]=1)[NH:22][C:21]([C:26]([O:28][CH2:29][CH3:30])=[O:27])=[CH:20]2)[C:10]1[CH:15]=[CH:14][CH:13]=[CH:12][CH:11]=1. Product: [CH2:9]([O:16][C:17]1[CH:18]=[C:19]2[C:23](=[CH:24][CH:25]=1)[NH:22][C:21]([C:26]([O:28][CH2:29][CH3:30])=[O:27])=[C:20]2[Br:1])[C:10]1[CH:11]=[CH:12][CH:13]=[CH:14][CH:15]=1. The catalyst class is: 9. (2) Reactant: [CH2:1]([O:3][C:4]([C:6]1[NH:7][CH:8]=[C:9]([C:14]2[CH:19]=[CH:18][C:17]([F:20])=[CH:16][CH:15]=2)[C:10]=1[CH:11]([CH3:13])[CH3:12])=[O:5])[CH3:2].I[CH2:22][CH3:23].C(=O)([O-])[O-].[Cs+].[Cs+]. Product: [CH2:1]([O:3][C:4]([C:6]1[N:7]([CH2:22][CH3:23])[CH:8]=[C:9]([C:14]2[CH:19]=[CH:18][C:17]([F:20])=[CH:16][CH:15]=2)[C:10]=1[CH:11]([CH3:13])[CH3:12])=[O:5])[CH3:2]. The catalyst class is: 10. (3) Reactant: C[C@@H:2]1[CH2:7][C:6]([CH2:14][CH2:15][CH2:16][O:17][CH2:18][C:19]2[CH:24]=[CH:23][C:22]([O:25][CH3:26])=[CH:21][CH:20]=2)([C:8]2[CH:13]=[CH:12][CH:11]=[CH:10][CH:9]=2)[O:5][C:4](=[O:27])[N:3]1[C@H:28]([C:30]1[CH:35]=[CH:34][C:33]([CH2:36][C:37]([OH:40])([CH3:39])[CH3:38])=[CH:32][CH:31]=1)[CH3:29].O=[N+]([O-])[O-].[O-][N+](=O)[O-].[O-][N+](=O)[O-].[O-][N+](=O)[O-].[O-][N+](=O)[O-].[O-][N+](=O)[O-].[Ce+4].[NH4+].[NH4+]. Product: [OH:40][C:37]([CH3:38])([CH3:39])[CH2:36][C:33]1[CH:34]=[CH:35][C:30]([C@@H:28]([N:3]2[CH2:2][CH2:7][C@:6]([CH2:14][CH2:15][CH2:16][O:17][CH2:18][C:19]3[CH:20]=[CH:21][C:22]([O:25][CH3:26])=[CH:23][CH:24]=3)([C:8]3[CH:13]=[CH:12][CH:11]=[CH:10][CH:9]=3)[O:5][C:4]2=[O:27])[CH3:29])=[CH:31][CH:32]=1. The catalyst class is: 34. (4) Reactant: [C:1]([C:3]1[CH:8]=[CH:7][C:6]([C:9]2[CH:10]=[N:11][N:12]([C:15]3[CH:23]=[CH:22][C:18]([C:19]([OH:21])=O)=[CH:17][N:16]=3)[C:13]=2[OH:14])=[C:5]([CH3:24])[CH:4]=1)#[N:2].[CH3:25][N:26]([CH3:32])[C@H:27]1[CH2:31][CH2:30][NH:29][CH2:28]1.Cl.C(N=C=NCCCN(C)C)C.C1C=CC2N(O)N=NC=2C=1.CCN(C(C)C)C(C)C.Cl. Product: [CH3:25][N:26]([CH3:32])[C@H:27]1[CH2:31][CH2:30][N:29]([C:19]([C:18]2[CH:22]=[CH:23][C:15]([N:12]3[C:13]([OH:14])=[C:9]([C:6]4[CH:7]=[CH:8][C:3]([C:1]#[N:2])=[CH:4][C:5]=4[CH3:24])[CH:10]=[N:11]3)=[N:16][CH:17]=2)=[O:21])[CH2:28]1. The catalyst class is: 3. (5) Reactant: [CH3:1][NH:2][NH2:3].[Cl:4][C:5]1[CH:10]=[CH:9][CH:8]=[C:7]([F:11])[C:6]=1[C:12](SC)=[N:13][C:14]([C:16]1[C:20]([CH3:21])=[CH:19][S:18][CH:17]=1)=O. Product: [Cl:4][C:5]1[CH:10]=[CH:9][CH:8]=[C:7]([F:11])[C:6]=1[C:12]1[N:13]=[C:14]([C:16]2[C:20]([CH3:21])=[CH:19][S:18][CH:17]=2)[N:2]([CH3:1])[N:3]=1. The catalyst class is: 11. (6) Reactant: [CH:1]([NH:4][CH2:5][CH2:6][NH:7][CH:8]([CH3:10])[CH3:9])([CH3:3])[CH3:2].[C:11](O[C:11]([O:13][C:14]([CH3:17])([CH3:16])[CH3:15])=[O:12])([O:13][C:14]([CH3:17])([CH3:16])[CH3:15])=[O:12]. Product: [CH3:2][CH:1]([N:4]([CH2:5][CH2:6][NH:7][CH:8]([CH3:10])[CH3:9])[C:11](=[O:12])[O:13][C:14]([CH3:17])([CH3:16])[CH3:15])[CH3:3]. The catalyst class is: 1. (7) Reactant: [CH3:1][O:2][C:3](=[O:40])[C@@H:4]([NH:31][C:32]([O:34][CH:35]1[CH2:39][CH2:38][CH2:37][CH2:36]1)=[O:33])[CH2:5][CH2:6][CH2:7][CH2:8][CH2:9][CH2:10][CH2:11][NH:12][C:13]1[CH:18]=[CH:17][CH:16]=[CH:15][C:14]=1[S:19](=[O:30])(=[O:29])[NH:20][C:21]([C@@:23]1([NH2:28])[CH2:25][C@H:24]1[CH:26]=[CH2:27])=[O:22].[C:41]([O:45][C:46]([N:48]1[CH2:52][C@H:51]([O:53][C:54]([N:56]2[CH2:64][C:63]3[C:58](=[CH:59][CH:60]=[CH:61][C:62]=3[F:65])[CH2:57]2)=[O:55])[CH2:50][C@H:49]1[C:66](O)=[O:67])=[O:47])([CH3:44])([CH3:43])[CH3:42].CN(C(ON1N=NC2C=CC=NC1=2)=[N+](C)C)C.F[P-](F)(F)(F)(F)F.CCN(C(C)C)C(C)C. Product: [C:41]([O:45][C:46]([N:48]1[C@H:49]([C:66](=[O:67])[NH:28][C@:23]2([C:21]([NH:20][S:19]([C:14]3[CH:15]=[CH:16][CH:17]=[CH:18][C:13]=3[NH:12][CH2:11][CH2:10][CH2:9][CH2:8][CH2:7][CH2:6][CH2:5][C@H:4]([NH:31][C:32]([O:34][CH:35]3[CH2:39][CH2:38][CH2:37][CH2:36]3)=[O:33])[C:3]([O:2][CH3:1])=[O:40])(=[O:29])=[O:30])=[O:22])[CH2:25][C@H:24]2[CH:26]=[CH2:27])[CH2:50][C@@H:51]([O:53][C:54]([N:56]2[CH2:64][C:63]3[C:58](=[CH:59][CH:60]=[CH:61][C:62]=3[F:65])[CH2:57]2)=[O:55])[CH2:52]1)=[O:47])([CH3:44])([CH3:42])[CH3:43]. The catalyst class is: 2. (8) Reactant: C([Li])CCC.C(OP([CH2:14][C:15]1[CH:20]=[CH:19][C:18]([S:21]([CH3:24])(=[O:23])=[O:22])=[CH:17][CH:16]=1)(=O)OCC)C.C([O:29][C:30]([N:32]1[CH2:42][CH2:41][C:35]2([O:39][CH:38](O)[CH2:37][CH2:36]2)[CH2:34][CH2:33]1)=[O:31])(C)(C)C.[NH4+].[Cl-]. Product: [OH:39][C:35]1([CH2:36][CH2:37]/[CH:38]=[CH:14]/[C:15]2[CH:16]=[CH:17][C:18]([S:21]([CH3:24])(=[O:22])=[O:23])=[CH:19][CH:20]=2)[CH2:34][CH2:33][N:32]([C:30]([OH:31])=[O:29])[CH2:42][CH2:41]1. The catalyst class is: 323. (9) Reactant: Br[C:2]1[CH:3]=[C:4]([CH:25]=[CH:26][N:27]=1)[C:5]([NH:7][C:8]1[S:9][C:10]2[C:16]([CH:17]3[CH2:22][CH2:21][O:20][CH2:19][CH2:18]3)=[CH:15][CH:14]=[C:13]([O:23][CH3:24])[C:11]=2[N:12]=1)=[O:6].[NH:28]1[CH2:33][CH2:32][O:31][CH2:30][CH2:29]1.C(=O)([O-])[O-].[Cs+].[Cs+]. Product: [CH3:24][O:23][C:13]1[C:11]2[N:12]=[C:8]([NH:7][C:5](=[O:6])[C:4]3[CH:25]=[CH:26][N:27]=[C:2]([N:28]4[CH2:33][CH2:32][O:31][CH2:30][CH2:29]4)[CH:3]=3)[S:9][C:10]=2[C:16]([CH:17]2[CH2:22][CH2:21][O:20][CH2:19][CH2:18]2)=[CH:15][CH:14]=1. The catalyst class is: 60.